Dataset: Catalyst prediction with 721,799 reactions and 888 catalyst types from USPTO. Task: Predict which catalyst facilitates the given reaction. (1) Reactant: N(C(=O)[CH:5]=[C:6]([C:8]1[CH:13]=[CH:12][CH:11]=[C:10]([N:14]([CH2:22][C:23]2[CH:28]=[CH:27][CH:26]=[CH:25][CH:24]=2)[CH2:15][C:16]2[CH:21]=[CH:20][CH:19]=[CH:18][CH:17]=2)[CH:9]=1)[CH3:7])=[N+]=[N-].C1([O:36][C:37]2C=CC=CC=2)C=CC=CC=1.C([N:47](CCCC)CCCC)CCC. Product: [CH2:15]([N:14]([CH2:22][C:23]1[CH:28]=[CH:27][CH:26]=[CH:25][CH:24]=1)[C:10]1[CH:9]=[C:8]2[C:13](=[CH:12][CH:11]=1)[C:37](=[O:36])[NH:47][CH:5]=[C:6]2[CH3:7])[C:16]1[CH:21]=[CH:20][CH:19]=[CH:18][CH:17]=1. The catalyst class is: 2. (2) Reactant: [CH2:1]([O:3][CH2:4][C:5]([OH:7])=O)[CH3:2].C1N=CN(C(N2C=NC=C2)=O)C=1.Cl.[CH3:21][N:22]1[C:26]2[CH:27]=[CH:28][CH:29]=[CH:30][C:25]=2[N:24]=[C:23]1[C:31]1[CH:32]=[C:33]([N:37]2[CH2:42][CH2:41][CH:40]([NH2:43])[CH2:39][CH2:38]2)[CH:34]=[CH:35][CH:36]=1.CCN(C(C)C)C(C)C. Product: [CH2:1]([O:3][CH2:4][C:5]([NH:43][CH:40]1[CH2:41][CH2:42][N:37]([C:33]2[CH:34]=[CH:35][CH:36]=[C:31]([C:23]3[N:22]([CH3:21])[C:26]4[CH:27]=[CH:28][CH:29]=[CH:30][C:25]=4[N:24]=3)[CH:32]=2)[CH2:38][CH2:39]1)=[O:7])[CH3:2]. The catalyst class is: 10. (3) Reactant: [C:1]1([CH3:36])[CH:6]=[CH:5][C:4]([C:7]2[N:8]=[C:9]3[CH2:23][CH2:22][CH2:21][N:20]([CH2:24][CH2:25][CH2:26][CH:27]([OH:35])[CH:28]([OH:34])[CH2:29][C:30]([O:32]C)=[O:31])[C:10]3=[N:11][C:12]=2[C:13]2[CH:18]=[CH:17][C:16]([CH3:19])=[CH:15][CH:14]=2)=[CH:3][CH:2]=1.[OH-].[Na+].Cl. Product: [C:1]1([CH3:36])[CH:2]=[CH:3][C:4]([C:7]2[N:8]=[C:9]3[CH2:23][CH2:22][CH2:21][N:20]([CH2:24][CH2:25][CH2:26][CH:27]([OH:35])[CH:28]([OH:34])[CH2:29][C:30]([OH:32])=[O:31])[C:10]3=[N:11][C:12]=2[C:13]2[CH:14]=[CH:15][C:16]([CH3:19])=[CH:17][CH:18]=2)=[CH:5][CH:6]=1. The catalyst class is: 5.